Dataset: Reaction yield outcomes from USPTO patents with 853,638 reactions. Task: Predict the reaction yield, written as a fraction of the theoretical maximum amount of product (1.0 means a 100% yield; for example, 0.34 means a 34% yield). (1) The reactants are [S:1]1[C:5]2[CH:6]=[CH:7][CH:8]=[CH:9][C:4]=2[N:3]=[C:2]1[C:10](=[C:13]([C:15]1[O:16][CH:17]=[CH:18][CH:19]=1)O)[C:11]#[N:12].O=P(Cl)(Cl)[Cl:22]. No catalyst specified. The product is [S:1]1[C:5]2[CH:6]=[CH:7][CH:8]=[CH:9][C:4]=2[N:3]=[C:2]1[C:10](=[C:13]([Cl:22])[C:15]1[O:16][CH:17]=[CH:18][CH:19]=1)[C:11]#[N:12]. The yield is 0.940. (2) The reactants are C[O:2][C:3]([C@@H:5]1[C@@H:9]([O:10][CH3:11])[CH2:8][CH2:7][N:6]1[C:12]([O:14][C:15]([CH3:18])([CH3:17])[CH3:16])=[O:13])=O.[NH3:19]. The catalyst is CO. The product is [C:15]([O:14][C:12]([N:6]1[CH2:7][CH2:8][C@H:9]([O:10][CH3:11])[C@H:5]1[C:3](=[O:2])[NH2:19])=[O:13])([CH3:18])([CH3:17])[CH3:16]. The yield is 0.310. (3) The reactants are [NH:1]1[CH:5]=[CH:4][C:3]([C:6]2[C:14]3[C:9](=[CH:10][N:11]=[C:12]([C:15]4[CH:16]=[N:17][CH:18]=[CH:19][CH:20]=4)[CH:13]=3)[N:8](C3CCCCO3)[N:7]=2)=[N:2]1. The catalyst is Cl.O1CCOCC1. The product is [NH:1]1[CH:5]=[CH:4][C:3]([C:6]2[C:14]3[C:9](=[CH:10][N:11]=[C:12]([C:15]4[CH:16]=[N:17][CH:18]=[CH:19][CH:20]=4)[CH:13]=3)[NH:8][N:7]=2)=[N:2]1. The yield is 0.459. (4) The reactants are Cl[C:2]1[CH:9]=[CH:8][C:5]([C:6]#[N:7])=[CH:4][N:3]=1.[CH3:10][C:11]1[C:15](B(O)O)=[CH:14][N:13]([C:19]([C:32]2[CH:37]=[CH:36][CH:35]=[CH:34][CH:33]=2)([C:26]2[CH:31]=[CH:30][CH:29]=[CH:28][CH:27]=2)[C:20]2[CH:25]=[CH:24][CH:23]=[CH:22][CH:21]=2)[N:12]=1.C(=O)([O-])[O-].[Na+].[Na+]. The catalyst is COCCOC.O. The product is [CH3:10][C:11]1[C:15]([C:2]2[CH:9]=[CH:8][C:5]([C:6]#[N:7])=[CH:4][N:3]=2)=[CH:14][N:13]([C:19]([C:20]2[CH:25]=[CH:24][CH:23]=[CH:22][CH:21]=2)([C:26]2[CH:27]=[CH:28][CH:29]=[CH:30][CH:31]=2)[C:32]2[CH:37]=[CH:36][CH:35]=[CH:34][CH:33]=2)[N:12]=1. The yield is 0.530. (5) The reactants are [C:1]([O:4][C@H:5]([CH3:30])[CH2:6][CH2:7][CH2:8][CH2:9][N:10]1[C:19](=[O:20])[C:18]2[N:17]([CH2:21][C:22]3[CH:27]=[CH:26][CH:25]=[CH:24][CH:23]=3)[C:16](Br)=[N:15][C:14]=2[N:13]([CH3:29])[C:11]1=[O:12])(=[O:3])[CH3:2].[C-:31]#[N:32].[K+]. The catalyst is CS(C)=O. The product is [C:1]([O:4][C@H:5]([CH3:30])[CH2:6][CH2:7][CH2:8][CH2:9][N:10]1[C:19](=[O:20])[C:18]2[N:17]([CH2:21][C:22]3[CH:27]=[CH:26][CH:25]=[CH:24][CH:23]=3)[C:16]([C:31]#[N:32])=[N:15][C:14]=2[N:13]([CH3:29])[C:11]1=[O:12])(=[O:3])[CH3:2]. The yield is 0.900. (6) The reactants are [Br:1][C:2]1[CH:12]=[N:11][C:5]2[O:6][CH2:7][C:8](=O)[NH:9][C:4]=2[CH:3]=1.[H-].[Al+3].[Li+].[H-].[H-].[H-].O. The catalyst is O1CCCC1. The product is [Br:1][C:2]1[CH:12]=[N:11][C:5]2[O:6][CH2:7][CH2:8][NH:9][C:4]=2[CH:3]=1. The yield is 0.670. (7) The reactants are Cl[C:2]1[N:7]=[C:6]([NH:8][C:9]2[CH:14]=[CH:13][CH:12]=[C:11]([OH:15])[CH:10]=2)[C:5]([F:16])=[CH:4][N:3]=1.[NH2:17][CH2:18][CH2:19][C:20]1[C:28]2[C:23](=[CH:24][CH:25]=[CH:26][CH:27]=2)[NH:22][CH:21]=1. No catalyst specified. The product is [F:16][C:5]1[C:6]([NH:8][C:9]2[CH:14]=[CH:13][CH:12]=[C:11]([OH:15])[CH:10]=2)=[N:7][C:2]([NH:17][CH2:18][CH2:19][C:20]2[C:28]3[C:23](=[CH:24][CH:25]=[CH:26][CH:27]=3)[NH:22][CH:21]=2)=[N:3][CH:4]=1. The yield is 0.530.